This data is from Peptide-MHC class I binding affinity with 185,985 pairs from IEDB/IMGT. The task is: Regression. Given a peptide amino acid sequence and an MHC pseudo amino acid sequence, predict their binding affinity value. This is MHC class I binding data. (1) The peptide sequence is RTSKAALER. The MHC is HLA-B57:01 with pseudo-sequence HLA-B57:01. The binding affinity (normalized) is 0. (2) The peptide sequence is LAIKNYYRK. The MHC is HLA-A03:01 with pseudo-sequence HLA-A03:01. The binding affinity (normalized) is 0.00822.